Predict which catalyst facilitates the given reaction. From a dataset of Catalyst prediction with 721,799 reactions and 888 catalyst types from USPTO. (1) Reactant: Br[C:2]1[C:7]2[N:8]=[CH:9][S:10][C:6]=2[CH:5]=[CH:4][C:3]=1[NH2:11].[C:12]([Cu])#[N:13]. Product: [NH2:11][C:3]1[C:2]([C:12]#[N:13])=[C:7]2[N:8]=[CH:9][S:10][C:6]2=[CH:5][CH:4]=1. The catalyst class is: 37. (2) The catalyst class is: 19. Product: [C:1]([O:5][C:6]([NH:8][C@@:9]12[CH2:16][CH2:15][CH2:14][C@@:13]1([Cl:17])[CH2:12][NH:11][CH2:10]2)=[O:7])([CH3:4])([CH3:2])[CH3:3]. Reactant: [C:1]([O:5][C:6]([NH:8][C@@:9]12[CH2:16][CH2:15][CH2:14][C@@:13]1([Cl:17])[CH2:12][N:11]([C@@H](C1C=CC=CC=1)C)[CH2:10]2)=[O:7])([CH3:4])([CH3:3])[CH3:2]. (3) Reactant: [CH3:1][C:2]1[CH:23]=[CH:22][CH:21]=[C:20]([CH3:24])[C:3]=1[CH2:4][NH:5][C:6]1[C:14]2[N:13]=[C:12]([CH3:15])[N:11]([CH3:16])[C:10]=2[CH:9]=[C:8]([C:17](O)=[O:18])[CH:7]=1.C[N:26](C)C=O. Product: [CH3:1][C:2]1[CH:23]=[CH:22][CH:21]=[C:20]([CH3:24])[C:3]=1[CH2:4][NH:5][C:6]1[C:14]2[N:13]=[C:12]([CH3:15])[N:11]([CH3:16])[C:10]=2[CH:9]=[C:8]([C:17]([NH2:26])=[O:18])[CH:7]=1. The catalyst class is: 7. (4) Reactant: [C:9](O[C:9]([O:11][C:12]([CH3:15])([CH3:14])[CH3:13])=[O:10])([O:11][C:12]([CH3:15])([CH3:14])[CH3:13])=[O:10].[OH-].[Na+].O.Cl.[NH:20]1[CH2:25][CH2:24][C:23](=[O:26])[CH2:22][CH2:21]1. Product: [C:12]([O:11][C:9]([N:20]1[CH2:25][CH2:24][C:23](=[O:26])[CH2:22][CH2:21]1)=[O:10])([CH3:13])([CH3:14])[CH3:15]. The catalyst class is: 12. (5) Reactant: [CH2:1]([C:8]1[CH:9]=[C:10]([OH:16])[C:11](I)=[N:12][C:13]=1[Cl:14])[C:2]1[CH:7]=[CH:6][CH:5]=[CH:4][CH:3]=1.C(N(C(C)C)C(C)C)C.[C:26]([C:28]1[CH:42]=[CH:41][C:31]([CH2:32][N:33]2[CH2:36][CH:35]([C:37]([O:39][CH3:40])=[O:38])[CH2:34]2)=[CH:30][C:29]=1[F:43])#[CH:27].CN(C=O)C. Product: [CH2:1]([C:8]1[CH:9]=[C:10]2[O:16][C:26]([C:28]3[CH:42]=[CH:41][C:31]([CH2:32][N:33]4[CH2:36][CH:35]([C:37]([O:39][CH3:40])=[O:38])[CH2:34]4)=[CH:30][C:29]=3[F:43])=[CH:27][C:11]2=[N:12][C:13]=1[Cl:14])[C:2]1[CH:7]=[CH:6][CH:5]=[CH:4][CH:3]=1. The catalyst class is: 778. (6) Reactant: [Cl:1][C:2]1[CH:7]=[C:6]2[NH:8][C:9](=[O:38])[C:10]3([CH:15]([C:16]4[CH:21]=[CH:20][CH:19]=[C:18]([Cl:22])[CH:17]=4)[CH2:14][C:13](=[O:23])[NH:12][CH:11]3[C:24]3[CH:29]=[C:28]([I:30])[CH:27]=[CH:26][C:25]=3[O:31][CH:32]3[CH2:37][CH2:36][NH:35][CH2:34][CH2:33]3)[C:5]2=[CH:4][CH:3]=1.C(N(CC)CC)C.Br[CH2:47][C:48]([O:50][CH3:51])=[O:49]. Product: [Cl:1][C:2]1[CH:7]=[C:6]2[NH:8][C:9](=[O:38])[C:10]3([CH:15]([C:16]4[CH:21]=[CH:20][CH:19]=[C:18]([Cl:22])[CH:17]=4)[CH2:14][C:13](=[O:23])[NH:12][CH:11]3[C:24]3[CH:29]=[C:28]([I:30])[CH:27]=[CH:26][C:25]=3[O:31][CH:32]3[CH2:33][CH2:34][N:35]([CH2:47][C:48]([O:50][CH3:51])=[O:49])[CH2:36][CH2:37]3)[C:5]2=[CH:4][CH:3]=1. The catalyst class is: 8. (7) Reactant: [CH2:1]([O:8][C:9]([N:11]1[CH2:16][CH2:15][CH:14]([C:17]([OH:19])=O)[CH2:13][CH2:12]1)=[O:10])[C:2]1[CH:7]=[CH:6][CH:5]=[CH:4][CH:3]=1.C(Cl)(=O)C([Cl:23])=O. Product: [Cl:23][C:17]([CH:14]1[CH2:15][CH2:16][N:11]([C:9]([O:8][CH2:1][C:2]2[CH:7]=[CH:6][CH:5]=[CH:4][CH:3]=2)=[O:10])[CH2:12][CH2:13]1)=[O:19]. The catalyst class is: 59. (8) Reactant: [C:1]([O:5][C:6]([NH:8][C@H:9]1[CH2:14][CH2:13][C@H:12]([NH2:15])[CH2:11][CH2:10]1)=[O:7])([CH3:4])([CH3:3])[CH3:2].C(=O)([O-])[O-].[K+].[K+].Br[CH2:23][CH2:24][CH2:25][CH2:26][CH2:27]Br. Product: [N:15]1([C@H:12]2[CH2:11][CH2:10][C@H:9]([NH:8][C:6](=[O:7])[O:5][C:1]([CH3:4])([CH3:2])[CH3:3])[CH2:14][CH2:13]2)[CH2:27][CH2:26][CH2:25][CH2:24][CH2:23]1. The catalyst class is: 8.